Dataset: Peptide-MHC class I binding affinity with 185,985 pairs from IEDB/IMGT. Task: Regression. Given a peptide amino acid sequence and an MHC pseudo amino acid sequence, predict their binding affinity value. This is MHC class I binding data. (1) The peptide sequence is WSRIGTAATK. The MHC is HLA-A33:01 with pseudo-sequence HLA-A33:01. The binding affinity (normalized) is 0. (2) The peptide sequence is FTSSFYNYV. The MHC is HLA-C12:03 with pseudo-sequence YYAGYREKYRQADVSNLYLWYDSYTWAEWAYTWY. The binding affinity (normalized) is 1.00. (3) The peptide sequence is FVDINRNNK. The MHC is HLA-A31:01 with pseudo-sequence HLA-A31:01. The binding affinity (normalized) is 0.285.